Dataset: Full USPTO retrosynthesis dataset with 1.9M reactions from patents (1976-2016). Task: Predict the reactants needed to synthesize the given product. (1) Given the product [OH:6][CH2:7][C:8]1([CH2:21][O:22][S:2]([CH3:1])(=[O:4])=[O:3])[CH2:13][CH2:12][N:11]([C:14]([O:16][C:17]([CH3:18])([CH3:19])[CH3:20])=[O:15])[CH2:10][CH2:9]1, predict the reactants needed to synthesize it. The reactants are: [CH3:1][S:2](Cl)(=[O:4])=[O:3].[OH:6][CH2:7][C:8]1([CH2:21][OH:22])[CH2:13][CH2:12][N:11]([C:14]([O:16][C:17]([CH3:20])([CH3:19])[CH3:18])=[O:15])[CH2:10][CH2:9]1.C(N(CC)CC)C.O. (2) Given the product [F:14][C:12]([F:13])([F:15])[C:9]1[N:8]=[CH:7][C:6]([NH:5][C:4]2[N:3]=[C:1]([NH2:2])[NH:19][N:18]=2)=[CH:11][CH:10]=1, predict the reactants needed to synthesize it. The reactants are: [C:1](/[N:3]=[C:4](\SC)/[NH:5][C:6]1[CH:7]=[N:8][C:9]([C:12]([F:15])([F:14])[F:13])=[CH:10][CH:11]=1)#[N:2].[NH2:18][NH2:19]. (3) The reactants are: C([O:4][C@@H:5]1[C@@H:12]([O:13]C(=O)C)[C@H:11]([O:17]C(=O)C)[C:8]2([CH2:10][CH2:9]2)[O:7][C@H:6]1[C:21]1[CH:26]=[CH:25][C:24]([Cl:27])=[C:23]([CH2:28][C:29]2[CH:30]=[CH:31][C:32]3[O:37][CH2:36][CH2:35][NH:34][C:33]=3[CH:38]=2)[CH:22]=1)(=O)C.C[O-].[Na+]. Given the product [Cl:27][C:24]1[CH:25]=[CH:26][C:21]([C@H:6]2[C@H:5]([OH:4])[C@@H:12]([OH:13])[C@H:11]([OH:17])[C:8]3([CH2:10][CH2:9]3)[O:7]2)=[CH:22][C:23]=1[CH2:28][C:29]1[CH:30]=[CH:31][C:32]2[O:37][CH2:36][CH2:35][NH:34][C:33]=2[CH:38]=1, predict the reactants needed to synthesize it. (4) The reactants are: [OH:1][CH2:2][CH:3]1[CH2:8][CH2:7][CH2:6][CH2:5][N:4]1[CH2:9][C:10]#[N:11].[H-].[H-].[H-].[H-].[Li+].[Al+3]. Given the product [NH2:11][CH2:10][CH2:9][N:4]1[CH2:5][CH2:6][CH2:7][CH2:8][CH:3]1[CH2:2][OH:1], predict the reactants needed to synthesize it. (5) Given the product [C:1]([N:5]1[CH2:6][CH2:7][N:8]([CH2:11][C:12]2[CH:17]=[CH:16][C:15]([NH2:18])=[CH:14][C:13]=2[C:25]([F:27])([F:28])[F:26])[CH2:9][CH2:10]1)([CH3:4])([CH3:2])[CH3:3], predict the reactants needed to synthesize it. The reactants are: [C:1]([N:5]1[CH2:10][CH2:9][N:8]([CH2:11][C:12]2[CH:17]=[CH:16][C:15]([NH:18]C(=O)C(F)(F)F)=[CH:14][C:13]=2[C:25]([F:28])([F:27])[F:26])[CH2:7][CH2:6]1)([CH3:4])([CH3:3])[CH3:2].C([O-])([O-])=O.[K+].[K+]. (6) Given the product [Br:32][C:27]1[CH:28]=[C:29]2[C:24](=[CH:25][CH:26]=1)[O:23][C@@H:22]([CH2:21][N:9]([CH2:2][C:3]1[CH:4]=[CH:5][CH:6]=[CH:7][CH:8]=1)[CH2:10][C@H:11]([O:20][Si:38]([C:41]([CH3:44])([CH3:43])[CH3:42])([CH3:40])[CH3:39])[CH2:12][O:13][C:14]1[CH:19]=[CH:18][CH:17]=[CH:16][CH:15]=1)[CH2:31][CH2:30]2, predict the reactants needed to synthesize it. The reactants are: Br.[CH2:2]([N:9]([CH2:21][C@H:22]1[CH2:31][CH2:30][C:29]2[C:24](=[CH:25][CH:26]=[C:27]([Br:32])[CH:28]=2)[O:23]1)[CH2:10][C@H:11]([OH:20])[CH2:12][O:13][C:14]1[CH:19]=[CH:18][CH:17]=[CH:16][CH:15]=1)[C:3]1[CH:8]=[CH:7][CH:6]=[CH:5][CH:4]=1.N1C=CN=C1.[Si:38](Cl)([C:41]([CH3:44])([CH3:43])[CH3:42])([CH3:40])[CH3:39]. (7) Given the product [Cl:16][CH2:17][C:18]([O:1][N:2]1[C:6](=[O:7])[CH2:5][CH2:4][C:3]1=[O:8])=[O:19], predict the reactants needed to synthesize it. The reactants are: [OH:1][N:2]1[C:6](=[O:7])[CH2:5][CH2:4][C:3]1=[O:8].C(N(CC)CC)C.[Cl:16][CH2:17][C:18](Cl)=[O:19]. (8) Given the product [CH3:23][O:22][C:15]1[CH:16]=[C:17]([O:20][CH3:21])[CH:18]=[CH:19][C:14]=1[CH2:13][NH:12][S:11]([CH2:10][C:7]1[CH:8]=[CH:9][C:4]([CH2:3][OH:2])=[CH:5][CH:6]=1)(=[O:25])=[O:24], predict the reactants needed to synthesize it. The reactants are: C[O:2][C:3](=O)[C:4]1[CH:9]=[CH:8][C:7]([CH2:10][S:11](=[O:25])(=[O:24])[NH:12][CH2:13][C:14]2[CH:19]=[CH:18][C:17]([O:20][CH3:21])=[CH:16][C:15]=2[O:22][CH3:23])=[CH:6][CH:5]=1.[H-].[Al+3].[Li+].[H-].[H-].[H-].O.[OH-].[Na+]. (9) Given the product [F:7][C:8]1[CH:9]=[CH:10][C:11]([CH2:12][CH:13]([N:14]2[C:29](=[O:30])[C:28]3=[CH:32][CH:33]=[CH:34][CH:35]=[C:27]3[C:26]2=[O:36])[C:15]([OH:17])=[O:16])=[CH:18][CH:19]=1, predict the reactants needed to synthesize it. The reactants are: C(=O)([O-])[O-].[Na+].[Na+].[F:7][C:8]1[CH:19]=[CH:18][C:11]([CH2:12][C@@H:13]([C:15]([OH:17])=[O:16])[NH2:14])=[CH:10][CH:9]=1.C(OC(N[C:26](=[O:36])[C:27]1[C:28](=[CH:32][CH:33]=[CH:34][CH:35]=1)[C:29](N)=[O:30])=O)C. (10) Given the product [NH2:15][CH:16]1[CH2:17][CH2:18][N:19]([CH2:22][C:2]([C:3]2([CH3:7])[CH2:6][O:5][CH2:4]2)=[O:1])[CH2:20][CH2:21]1.[NH2:15][CH:16]1[CH2:21][CH2:20][N:19]([C:2]([C:3]2([CH3:7])[CH2:6][O:5][CH2:4]2)=[O:1])[CH2:18][CH2:17]1, predict the reactants needed to synthesize it. The reactants are: [OH:1][CH2:2][C:3]1([CH3:7])[CH2:6][O:5][CH2:4]1.C([NH:15][CH:16]1[CH2:21][CH2:20][NH:19][CH2:18][CH2:17]1)(OC(C)(C)C)=O.[CH3:22]CCP(=O)=O.C(N(CC)C(C)C)(C)C.